From a dataset of Reaction yield outcomes from USPTO patents with 853,638 reactions. Predict the reaction yield, written as a fraction of the theoretical maximum amount of product (1.0 means a 100% yield; for example, 0.34 means a 34% yield). (1) The reactants are [CH:1]1([CH:4]=[N:5][N:6]2[C:15]3[C:10](=[CH:11][CH:12]=[CH:13][CH:14]=3)[C:9]([OH:16])=[C:8]([C:17]3[NH:22][C:21]4[S:23][CH:24]=[C:25]([CH2:26][O:27][CH2:28][O:29][CH3:30])[C:20]=4[S:19](=[O:32])(=[O:31])[N:18]=3)[C:7]2=[O:33])[CH2:3][CH2:2]1.CO.[BH4-].[Li+].Cl. The catalyst is O1CCCC1.O. The product is [CH:1]1([CH2:4][NH:5][N:6]2[C:15]3[C:10](=[CH:11][CH:12]=[CH:13][CH:14]=3)[C:9]([OH:16])=[C:8]([C:17]3[NH:22][C:21]4[S:23][CH:24]=[C:25]([CH2:26][O:27][CH2:28][O:29][CH3:30])[C:20]=4[S:19](=[O:31])(=[O:32])[N:18]=3)[C:7]2=[O:33])[CH2:2][CH2:3]1. The yield is 0.525. (2) The reactants are Cl.CC(C1C=[C:8](C=C(C(C)(C)C)C=1O)[C:9]([NH:11][C:12]1[CH:17]=[CH:16][C:15]([NH:18][C:19]([C:21]2[S:22][CH:23]=[CH:24][CH:25]=2)=[NH:20])=[CH:14][CH:13]=1)=O)(C)C.[CH3:34][O:35][C:36]1[CH:37]=[C:38]2[C:42](=[CH:43][CH:44]=1)[NH:41][CH:40]=[C:39]2[CH2:45][C:46]([N:48]1CCN(C2C=CC(N)=CC=2)[CH2:50][CH2:49]1)=[O:47].CC(C1C=C(C=C(C(C)(C)C)C=1O)C(NC1C=CC(N)=CC=1)=O)(C)C. No catalyst specified. The product is [CH3:34][O:35][C:36]1[CH:37]=[C:38]2[C:42](=[CH:43][CH:44]=1)[NH:41][CH:40]=[C:39]2[CH2:45][C:46]([N:48]1[CH2:8][CH2:9][N:11]([C:12]2[CH:13]=[CH:14][C:15]([NH:18][C:19]([C:21]3[S:22][CH:23]=[CH:24][CH:25]=3)=[NH:20])=[CH:16][CH:17]=2)[CH2:50][CH2:49]1)=[O:47]. The yield is 0.200. (3) The reactants are C[N:2](C)[CH:3]=[CH:4][C:5]([C:7]1[C:12](=[O:13])[CH:11]=[CH:10][N:9]([C:14]2[CH:19]=[CH:18][CH:17]=[C:16]([C:20]([F:23])([F:22])[F:21])[CH:15]=2)[N:8]=1)=O.Cl.[CH3:26][O:27][C:28]1[CH:33]=[CH:32][CH:31]=[CH:30][C:29]=1[NH:34]N.CCN(CC)CC. The catalyst is C(O)C. The product is [CH3:26][O:27][C:28]1[CH:33]=[CH:32][CH:31]=[CH:30][C:29]=1[N:34]1[C:5]([C:7]2[C:12](=[O:13])[CH:11]=[CH:10][N:9]([C:14]3[CH:19]=[CH:18][CH:17]=[C:16]([C:20]([F:23])([F:22])[F:21])[CH:15]=3)[N:8]=2)=[CH:4][CH:3]=[N:2]1. The yield is 0.190. (4) The reactants are Br[CH2:2][CH2:3][F:4].[Cl:5][C:6]1[C:14]([CH3:15])=[N:13][C:12]2[N:8]([N:9]=[C:10]3[CH2:18][N:17]([C:19]([C:21]4[CH:26]=[CH:25][C:24]([F:27])=[CH:23][C:22]=4[O:28][CH:29]4[CH2:34][CH2:33][NH:32][CH2:31][CH2:30]4)=[O:20])[CH2:16][C:11]3=2)[C:7]=1[CH3:35].C([O-])(O)=O.[Na+]. The catalyst is CN(C=O)C. The product is [Cl:5][C:6]1[C:14]([CH3:15])=[N:13][C:12]2[N:8]([N:9]=[C:10]3[CH2:18][N:17]([C:19]([C:21]4[CH:26]=[CH:25][C:24]([F:27])=[CH:23][C:22]=4[O:28][CH:29]4[CH2:34][CH2:33][N:32]([CH2:2][CH2:3][F:4])[CH2:31][CH2:30]4)=[O:20])[CH2:16][C:11]3=2)[C:7]=1[CH3:35]. The yield is 0.490. (5) The reactants are Cl.[NH2:2][C@H:3]([C:8]([O:10][CH3:11])=[O:9])[CH2:4][CH:5]([CH3:7])[CH3:6].C(N(CC)CC)C.[F:19][C:20]1[CH:30]=[CH:29][CH:28]=[CH:27][C:21]=1[CH:22]=[CH:23][C:24](O)=[O:25].CCN=C=NCCCN(C)C.Cl. The catalyst is C(Cl)Cl. The product is [F:19][C:20]1[CH:30]=[CH:29][CH:28]=[CH:27][C:21]=1[CH:22]=[CH:23][C:24]([NH:2][C@H:3]([C:8]([O:10][CH3:11])=[O:9])[CH2:4][CH:5]([CH3:7])[CH3:6])=[O:25]. The yield is 0.880.